The task is: Predict the reaction yield, written as a fraction of the theoretical maximum amount of product (1.0 means a 100% yield; for example, 0.34 means a 34% yield).. This data is from Reaction yield outcomes from USPTO patents with 853,638 reactions. (1) The reactants are [F:1][C:2]1[CH:3]=[C:4]2[C:8](=[CH:9][CH:10]=1)[NH:7][C:6](=[O:11])[CH2:5]2.[Li+].C[Si]([N-][Si](C)(C)C)(C)C.C1COCC1.[O:27]1CCO[CH:28]1[C:32]1[CH:33]=[C:34]2[C:38](=[CH:39][CH:40]=1)[C:37](=O)[O:36][CH:35]2[CH3:42].O. The catalyst is C1COCC1. The product is [F:1][C:2]1[CH:3]=[C:4]2[C:8](=[CH:9][CH:10]=1)[NH:7][C:6](=[O:11])[C:5]2=[C:37]1[C:38]2[C:34](=[CH:33][C:32]([CH:28]=[O:27])=[CH:40][CH:39]=2)[CH:35]([CH3:42])[O:36]1. The yield is 0.370. (2) The reactants are [CH:1]1([CH:6]=[C:7]([C:18]2[NH:30][C:21]3=[N:22][CH:23]=[C:24]([C:26]([F:29])([F:28])[F:27])[CH:25]=[C:20]3[CH:19]=2)[C:8]2[CH:13]=[CH:12][C:11]([S:14]([CH3:17])(=[O:16])=[O:15])=[CH:10][CH:9]=2)[CH2:5][CH2:4][CH2:3][CH2:2]1.[H][H]. The catalyst is CO.[Pd]. The product is [CH:1]1([CH2:6][CH:7]([C:18]2[NH:30][C:21]3=[N:22][CH:23]=[C:24]([C:26]([F:29])([F:28])[F:27])[CH:25]=[C:20]3[CH:19]=2)[C:8]2[CH:13]=[CH:12][C:11]([S:14]([CH3:17])(=[O:15])=[O:16])=[CH:10][CH:9]=2)[CH2:5][CH2:4][CH2:3][CH2:2]1. The yield is 0.410. (3) The reactants are [NH2:1][C:2]1[CH:7]=[CH:6][C:5]([C:8]2[C:16]3[C:15]([NH2:17])=[N:14][CH:13]=[N:12][C:11]=3[S:10][C:9]=2[CH3:18])=[CH:4][CH:3]=1.N1C=CC=CC=1.[C:25]1([S:31](Cl)(=[O:33])=[O:32])[CH:30]=[CH:29][CH:28]=[CH:27][CH:26]=1. The catalyst is ClCCl.O. The product is [NH2:17][C:15]1[C:16]2[C:8]([C:5]3[CH:4]=[CH:3][C:2]([NH:1][S:31]([C:25]4[CH:30]=[CH:29][CH:28]=[CH:27][CH:26]=4)(=[O:33])=[O:32])=[CH:7][CH:6]=3)=[C:9]([CH3:18])[S:10][C:11]=2[N:12]=[CH:13][N:14]=1. The yield is 0.590. (4) The catalyst is CO. The reactants are Cl.[C:2]([O:6][C:7](=[O:39])[CH2:8][C:9](=[O:38])[C:10]([CH3:37])([CH3:36])[C:11](=[O:35])[CH:12]([CH3:34])[CH:13]([O:25][C:26]([O:28][CH2:29][C:30]([Cl:33])([Cl:32])[Cl:31])=[O:27])[CH:14]([CH3:24])[CH2:15][O:16][CH2:17][C:18]1[CH:23]=[CH:22][CH:21]=[CH:20][CH:19]=1)([CH3:5])([CH3:4])[CH3:3]. The product is [C:2]([O:6][C:7](=[O:39])[CH2:8][CH:9]([OH:38])[C:10]([CH3:37])([CH3:36])[C:11](=[O:35])[CH:12]([CH3:34])[CH:13]([O:25][C:26]([O:28][CH2:29][C:30]([Cl:32])([Cl:31])[Cl:33])=[O:27])[CH:14]([CH3:24])[CH2:15][O:16][CH2:17][C:18]1[CH:19]=[CH:20][CH:21]=[CH:22][CH:23]=1)([CH3:3])([CH3:5])[CH3:4]. The yield is 0.800. (5) The reactants are [NH2:1][C@H:2]([C:7]([OH:9])=[O:8])[CH2:3][C:4](=[O:6])[NH2:5].C(=O)([O-])[O-].[Na+].[Na+].O1CCOCC1.[C:22]([O:26][C:27](O[C:27]([O:26][C:22]([CH3:25])([CH3:24])[CH3:23])=[O:28])=[O:28])([CH3:25])([CH3:24])[CH3:23]. The catalyst is O. The product is [C:22]([O:26][C:27]([NH:1][C@H:2]([C:7]([OH:9])=[O:8])[CH2:3][C:4](=[O:6])[NH2:5])=[O:28])([CH3:25])([CH3:24])[CH3:23]. The yield is 0.910.